Dataset: Peptide-MHC class I binding affinity with 185,985 pairs from IEDB/IMGT. Task: Regression. Given a peptide amino acid sequence and an MHC pseudo amino acid sequence, predict their binding affinity value. This is MHC class I binding data. The peptide sequence is YCNYTKFWYV. The MHC is HLA-A02:03 with pseudo-sequence HLA-A02:03. The binding affinity (normalized) is 0.573.